From a dataset of Forward reaction prediction with 1.9M reactions from USPTO patents (1976-2016). Predict the product of the given reaction. (1) The product is: [CH3:5][N:6]([CH3:14])[CH:7]1[CH2:12][CH2:11][CH:10]([NH:13][C:3]([NH:2][CH3:1])=[S:4])[CH2:9][CH2:8]1. Given the reactants [CH3:1][N:2]=[C:3]=[S:4].[CH3:5][N:6]([CH3:14])[C@H:7]1[CH2:12][CH2:11][C@H:10]([NH2:13])[CH2:9][CH2:8]1, predict the reaction product. (2) Given the reactants C([Li])CCC.Br[C:7]1[CH:12]=[CH:11][C:10]([C:13]([F:16])([F:15])[F:14])=[CH:9][C:8]=1[F:17].[C:18]([CH:20]1[CH2:22][CH:21]1[C:23](N(OC)C)=[O:24])#[N:19], predict the reaction product. The product is: [F:17][C:8]1[CH:9]=[C:10]([C:13]([F:16])([F:15])[F:14])[CH:11]=[CH:12][C:7]=1[C:23]([CH:21]1[CH2:22][CH:20]1[C:18]#[N:19])=[O:24]. (3) Given the reactants [C@@H:1]([C@H:5]([NH:31][C:32]([C@H:34]1[CH2:39][CH2:38][CH2:37][CH2:36][N:35]1[CH3:40])=[O:33])[C:6](=[O:30])[N:7]([CH2:27][CH2:28][CH3:29])[C@@H:8]([CH:24]([CH3:26])[CH3:25])[CH2:9][C@H:10]([C:16]1[S:17][CH:18]=[C:19]([C:21](O)=[O:22])[N:20]=1)[O:11][C:12](=[O:15])[NH:13][CH3:14])([CH2:3][CH3:4])[CH3:2].F[P-](F)(F)(F)(F)F.C[N+](C)=C(N(C)C)ON1C2N=CC=CC=2N=N1.C(N(CC)C(C)C)(C)C.[NH2:74][C@@H:75]([CH2:83][C:84]1[CH:89]=[CH:88][C:87]([N+:90]([O-:92])=[O:91])=[CH:86][CH:85]=1)[CH2:76][C:77]([CH3:82])([CH3:81])[C:78]([OH:80])=[O:79], predict the reaction product. The product is: [N+:90]([C:87]1[CH:86]=[CH:85][C:84]([CH2:83][C@H:75]([NH:74][C:21]([C:19]2[N:20]=[C:16]([C@@H:10]([CH2:9][C@H:8]([CH:24]([CH3:25])[CH3:26])[N:7]([CH2:27][CH2:28][CH3:29])[C:6](=[O:30])[C@H:5]([C@H:1]([CH2:3][CH3:4])[CH3:2])[NH:31][C:32]([C@H:34]3[CH2:39][CH2:38][CH2:37][CH2:36][N:35]3[CH3:40])=[O:33])[O:11][C:12](=[O:15])[NH:13][CH3:14])[S:17][CH:18]=2)=[O:22])[CH2:76][C:77]([CH3:81])([CH3:82])[C:78]([OH:80])=[O:79])=[CH:89][CH:88]=1)([O-:92])=[O:91]. (4) The product is: [CH:1]1([C:4]2[N:5]=[C:6]3[C:12]([C:13]([OH:25])=[O:14])=[CH:11][N:10]([CH2:15][O:16][CH2:17][CH2:18][Si:19]([CH3:22])([CH3:21])[CH3:20])[C:7]3=[N:8][CH:9]=2)[CH2:2][CH2:3]1. Given the reactants [CH:1]1([C:4]2[N:5]=[C:6]3[C:12]([CH:13]=[O:14])=[CH:11][N:10]([CH2:15][O:16][CH2:17][CH2:18][Si:19]([CH3:22])([CH3:21])[CH3:20])[C:7]3=[N:8][CH:9]=2)[CH2:3][CH2:2]1.S(=O)(=O)([OH:25])N.Cl([O-])=O.[Na+].P([O-])(O)(O)=O.[K+], predict the reaction product.